Task: Predict the reaction yield, written as a fraction of the theoretical maximum amount of product (1.0 means a 100% yield; for example, 0.34 means a 34% yield).. Dataset: Reaction yield outcomes from USPTO patents with 853,638 reactions (1) The reactants are [NH:1]1[CH2:4][CH:3]([C:5]([O:7][CH3:8])=[O:6])[CH2:2]1.CCN(C(C)C)C(C)C.Br[CH2:19][C:20]1[CH:25]=[CH:24][CH:23]=[CH:22][CH:21]=1.O. The catalyst is CN(C=O)C. The product is [CH2:19]([N:1]1[CH2:4][CH:3]([C:5]([O:7][CH3:8])=[O:6])[CH2:2]1)[C:20]1[CH:25]=[CH:24][CH:23]=[CH:22][CH:21]=1. The yield is 0.516. (2) The reactants are [CH3:1][CH:2]1[CH2:8][C:7]2[CH:9]=[C:10]3[O:15][CH2:14][O:13][C:11]3=[CH:12][C:6]=2[C:5]([C:16]2[CH:21]=[CH:20][C:19]([N+:22]([O-:24])=[O:23])=[CH:18][CH:17]=2)=[N:4][N:3]1[C:25](=[S:28])[NH:26][NH2:27].C(Cl)(Cl)Cl.[CH3:33][N:34]=[C:35]=[O:36]. No catalyst specified. The product is [CH3:1][CH:2]1[CH2:8][C:7]2[CH:9]=[C:10]3[O:15][CH2:14][O:13][C:11]3=[CH:12][C:6]=2[C:5]([C:16]2[CH:17]=[CH:18][C:19]([N+:22]([O-:24])=[O:23])=[CH:20][CH:21]=2)=[N:4][N:3]1[C:25]([NH:26][NH:27][C:35]([NH:34][CH3:33])=[O:36])=[S:28]. The yield is 0.880. (3) The product is [CH:1]([C:3]1[CH:11]=[CH:10][C:6]([C:7]([O-:9])=[O:8])=[CH:5][CH:4]=1)=[CH2:2].[Mn+2:24].[CH:25]([C:27]1[CH:35]=[CH:34][C:30]([C:31]([O-:33])=[O:32])=[CH:29][CH:28]=1)=[CH2:26]. The yield is 0.430. The catalyst is O. The reactants are [CH:1]([C:3]1[CH:11]=[CH:10][C:6]([C:7]([OH:9])=[O:8])=[CH:5][CH:4]=1)=[CH2:2].[OH-].[Na+].O.O.O.O.O.S([O-])([O-])(=O)=O.[Mn+2:24].[CH:25]([C:27]1[CH:35]=[CH:34][C:30]([C:31]([O-:33])=[O:32])=[CH:29][CH:28]=1)=[CH2:26].[Na+].